From a dataset of Forward reaction prediction with 1.9M reactions from USPTO patents (1976-2016). Predict the product of the given reaction. (1) The product is: [CH:3]1([CH2:6][C:7]2[CH:8]=[C:9]([CH3:46])[C:10]([NH:14][C:15]([NH:17][C:18]3[CH:19]=[C:20]([C:39]4[CH:44]=[CH:43][CH:42]=[C:41]([F:45])[CH:40]=4)[CH:21]=[CH:22][C:23]=3[C:24]([NH:26][C@H:27]([C:31]([OH:33])=[O:32])[C@@H:28]([CH3:30])[O:29][C:3]([CH3:6])([CH3:5])[CH3:4])=[O:25])=[O:2])=[C:11]([CH3:13])[CH:12]=2)[CH2:4][CH2:5]1. Given the reactants [Li+].[OH-:2].[CH:3]1([CH2:6][C:7]2[CH:12]=[C:11]([CH3:13])[C:10]([NH:14][C:15]([NH:17][C:18]3[CH:19]=[C:20]([C:39]4[CH:44]=[CH:43][CH:42]=[C:41]([F:45])[CH:40]=4)[CH:21]=[CH:22][C:23]=3[C:24]([N:26](C(C)(C)C)[C@H:27]([C:31]([O:33]C)=[O:32])[C@@H:28]([CH3:30])[OH:29])=[O:25])=O)=[C:9]([CH3:46])[CH:8]=2)[CH2:5][CH2:4]1, predict the reaction product. (2) Given the reactants [CH:1]1([N:7]2[CH2:12][CH2:11][CH:10]([CH2:13][CH2:14][CH2:15][C:16]3[CH:21]=[CH:20][CH:19]=[CH:18][CH:17]=3)[CH2:9][CH2:8]2)[CH2:6][CH2:5][CH2:4][CH2:3][CH2:2]1.[Cl:22]CCl, predict the reaction product. The product is: [ClH:22].[CH:1]1([N:7]2[CH2:8][CH2:9][CH:10]([CH2:13][CH2:14][CH2:15][C:16]3[CH:21]=[CH:20][CH:19]=[CH:18][CH:17]=3)[CH2:11][CH2:12]2)[CH2:6][CH2:5][CH2:4][CH2:3][CH2:2]1.